Dataset: Forward reaction prediction with 1.9M reactions from USPTO patents (1976-2016). Task: Predict the product of the given reaction. The product is: [Cl:23][C:8]1[C:7]([CH3:24])=[C:6]([C:25](=[O:27])[CH3:26])[C:5]([O:4][CH2:3][CH2:2][N:32]2[CH2:33][CH2:34][C:30]([F:35])([F:29])[CH2:31]2)=[C:10]([O:11][CH2:12][CH2:13][CH2:14][C:15]2[CH:20]=[CH:19][CH:18]=[CH:17][CH:16]=2)[C:9]=1[O:21][CH3:22]. Given the reactants Br[CH2:2][CH2:3][O:4][C:5]1[C:10]([O:11][CH2:12][CH2:13][CH2:14][C:15]2[CH:20]=[CH:19][CH:18]=[CH:17][CH:16]=2)=[C:9]([O:21][CH3:22])[C:8]([Cl:23])=[C:7]([CH3:24])[C:6]=1[C:25](=[O:27])[CH3:26].Cl.[F:29][C:30]1([F:35])[CH2:34][CH2:33][NH:32][CH2:31]1, predict the reaction product.